Task: Regression. Given two drug SMILES strings and cell line genomic features, predict the synergy score measuring deviation from expected non-interaction effect.. Dataset: NCI-60 drug combinations with 297,098 pairs across 59 cell lines (1) Drug 1: CCCCCOC(=O)NC1=NC(=O)N(C=C1F)C2C(C(C(O2)C)O)O. Drug 2: CN(CCCl)CCCl.Cl. Cell line: SR. Synergy scores: CSS=56.7, Synergy_ZIP=2.45, Synergy_Bliss=2.44, Synergy_Loewe=-32.3, Synergy_HSA=-2.16. (2) Drug 1: C1CCC(CC1)NC(=O)N(CCCl)N=O. Drug 2: CC1=C(C=C(C=C1)NC(=O)C2=CC=C(C=C2)CN3CCN(CC3)C)NC4=NC=CC(=N4)C5=CN=CC=C5. Cell line: UACC62. Synergy scores: CSS=36.8, Synergy_ZIP=-1.55, Synergy_Bliss=2.35, Synergy_Loewe=0.504, Synergy_HSA=2.24.